Predict the product of the given reaction. From a dataset of Forward reaction prediction with 1.9M reactions from USPTO patents (1976-2016). (1) Given the reactants [C:1]([CH:3]1[CH2:8][CH2:7][CH:6]([CH:9]2[CH2:14][CH2:13][CH:12]([C:15]3[CH:20]=[CH:19][C:18]([CH2:21][CH2:22][CH3:23])=[CH:17][CH:16]=3)[CH2:11][CH2:10]2)[CH2:5][CH2:4]1)#[CH:2].[Li][CH2:25]CCC.CI.Cl, predict the reaction product. The product is: [CH2:21]([C:18]1[CH:19]=[CH:20][C:15]([CH:12]2[CH2:13][CH2:14][CH:9]([CH:6]3[CH2:5][CH2:4][CH:3]([C:1]#[C:2][CH3:25])[CH2:8][CH2:7]3)[CH2:10][CH2:11]2)=[CH:16][CH:17]=1)[CH2:22][CH3:23]. (2) Given the reactants C[O:2][CH:3]1[CH2:8][CH2:7][CH:6]([C:9]2[NH:10][C:11]([C:15]3[CH:16]=[C:17]([CH:22]=[CH:23][C:24]=3[CH3:25])[C:18]([O:20]C)=[O:19])=[C:12]([CH3:14])[N:13]=2)[CH2:5][CH2:4]1, predict the reaction product. The product is: [OH:2][CH:3]1[CH2:4][CH2:5][CH:6]([C:9]2[NH:10][C:11]([C:15]3[CH:16]=[C:17]([CH:22]=[CH:23][C:24]=3[CH3:25])[C:18]([OH:20])=[O:19])=[C:12]([CH3:14])[N:13]=2)[CH2:7][CH2:8]1. (3) Given the reactants CC([O-])(C)C.[K+].[N+:7]([CH2:9][C:10]([O:12][CH2:13][CH3:14])=[O:11])#[C-:8].[CH:15]1([N:18]=[C:19]=[S:20])[CH2:17][CH2:16]1.C(O)(=O)C, predict the reaction product. The product is: [CH2:13]([O:12][C:10]([C:9]1[N:7]=[CH:8][S:20][C:19]=1[NH:18][CH:15]1[CH2:17][CH2:16]1)=[O:11])[CH3:14]. (4) Given the reactants [O:1]=[C:2]([CH3:15])[CH2:3][CH2:4][N-:5][CH2:6][CH2:7][CH2:8][C:9]1[CH:14]=[CH:13][CH:12]=[CH:11][CH:10]=1.[Cl:16][C:17]1[CH:18]=[C:19]([CH:22]=[C:23]([Cl:25])[CH:24]=1)[CH:20]=O.N1CCCCC1.C(O)(=[O:34])C, predict the reaction product. The product is: [C:2]([C:3](=[CH:20][C:19]1[CH:18]=[C:17]([Cl:16])[CH:24]=[C:23]([Cl:25])[CH:22]=1)[C:4]([NH:5][CH2:6][CH2:7][CH2:8][C:9]1[CH:10]=[CH:11][CH:12]=[CH:13][CH:14]=1)=[O:34])(=[O:1])[CH3:15]. (5) Given the reactants [CH2:1]([O:3][C:4]1[CH:9]=[CH:8][C:7]([C:10]2[CH:15]=[CH:14][C:13]([CH2:16][CH2:17][CH:18]3OCC[O:19]3)=[CH:12][CH:11]=2)=[C:6]([F:23])[C:5]=1[F:24])[CH3:2].C(O)=O, predict the reaction product. The product is: [CH2:1]([O:3][C:4]1[CH:9]=[CH:8][C:7]([C:10]2[CH:15]=[CH:14][C:13]([CH2:16][CH2:17][CH:18]=[O:19])=[CH:12][CH:11]=2)=[C:6]([F:23])[C:5]=1[F:24])[CH3:2]. (6) Given the reactants [C:1]([N:8]([CH2:10][CH2:11][CH2:12][S:13]([C:16]1[CH:17]=[C:18]([C:22]2[CH:27]=[CH:26][C:25]([CH:28]3[N:32]([C:33]4[CH:38]=[CH:37][C:36]([F:39])=[CH:35][C:34]=4[F:40])[N:31]=[C:30]([C:41]([C:47]([F:50])([F:49])[F:48])([C:43]([F:46])([F:45])[F:44])[OH:42])[CH2:29]3)=[CH:24][CH:23]=2)[CH:19]=[CH:20][CH:21]=1)(=[O:15])=[O:14])C)(OC(C)(C)C)=O.FC(F)(F)C(O)=O, predict the reaction product. The product is: [F:40][C:34]1[CH:35]=[C:36]([F:39])[CH:37]=[CH:38][C:33]=1[N:32]1[CH:28]([C:25]2[CH:26]=[CH:27][C:22]([C:18]3[CH:19]=[CH:20][CH:21]=[C:16]([S:13]([CH2:12][CH2:11][CH2:10][NH:8][CH3:1])(=[O:14])=[O:15])[CH:17]=3)=[CH:23][CH:24]=2)[CH2:29][C:30]([C:41]([C:47]([F:48])([F:49])[F:50])([C:43]([F:46])([F:45])[F:44])[OH:42])=[N:31]1. (7) Given the reactants Cl[C:2]1[N:7]=[C:6]([N:8]2[CH2:13][CH2:12][O:11][CH2:10][C@@H:9]2[CH3:14])[CH:5]=[C:4]([CH2:15][S:16]([CH3:19])(=[O:18])=[O:17])[N:3]=1.[CH3:20][C@H:21]1[O:26][C@@H:25]([CH3:27])[CH2:24][NH:23][CH2:22]1.C(=O)([O-])[O-].[Na+].[Na+], predict the reaction product. The product is: [CH3:27][C@H:25]1[O:26][C@@H:21]([CH3:20])[CH2:22][N:23]([C:2]2[N:7]=[C:6]([N:8]3[CH2:13][CH2:12][O:11][CH2:10][C@@H:9]3[CH3:14])[CH:5]=[C:4]([CH2:15][S:16]([CH3:19])(=[O:18])=[O:17])[N:3]=2)[CH2:24]1.